From a dataset of Catalyst prediction with 721,799 reactions and 888 catalyst types from USPTO. Predict which catalyst facilitates the given reaction. Reactant: [CH3:1][C:2]1[CH:9]=[N:8][CH:7]=[CH:6][C:3]=1[C:4]#[N:5].[C:10]1([Mg]Br)[CH:15]=[CH:14][CH:13]=[CH:12][CH:11]=1.[BH4-].[Na+]. Product: [CH3:1][C:2]1[CH:9]=[N:8][CH:7]=[CH:6][C:3]=1[CH:4]([C:10]1[CH:15]=[CH:14][CH:13]=[CH:12][CH:11]=1)[NH2:5]. The catalyst class is: 1.